From a dataset of Full USPTO retrosynthesis dataset with 1.9M reactions from patents (1976-2016). Predict the reactants needed to synthesize the given product. (1) Given the product [CH2:17]([O:8][C:5]1[C:4]([N+:9]([O-:11])=[O:10])=[CH:3][C:2]([Cl:1])=[CH:7][N:6]=1)[CH:12]=[CH2:13], predict the reactants needed to synthesize it. The reactants are: [Cl:1][C:2]1[CH:3]=[C:4]([N+:9]([O-:11])=[O:10])[C:5]([OH:8])=[N:6][CH:7]=1.[CH:12]1[CH:17]=CC(COC(/N=N/C(OCC2C=CC=CC=2)=O)=O)=C[CH:13]=1.C1(P(C2C=CC=CC=2)C2C=CC=CC=2)C=CC=CC=1.C(O)C=C. (2) Given the product [CH3:22][C:2]([CH3:1])([O:4][C:5]([NH:7][C@@H:8]([C:19]([NH:80][C@H:79]([C:81]([N:83]1[CH2:84][CH2:85][N:86]([C:89]2[CH:90]=[CH:91][N:92]=[CH:93][CH:94]=2)[CH2:87][CH2:88]1)=[O:82])[CH2:78][CH2:77][CH2:76][CH2:75][NH:74][C:72]([O:71][CH2:70][C:64]1[CH:65]=[CH:66][CH:67]=[CH:68][CH:69]=1)=[O:73])=[O:21])[CH2:9][C:10]1[CH:11]=[C:12]([Br:18])[C:13]([OH:17])=[C:14]([Br:16])[CH:15]=1)=[O:6])[CH3:3], predict the reactants needed to synthesize it. The reactants are: [CH3:1][C:2]([CH3:22])([O:4][C:5]([NH:7][C@@H:8]([C:19]([OH:21])=O)[CH2:9][C:10]1[CH:15]=[C:14]([Br:16])[C:13]([OH:17])=[C:12]([Br:18])[CH:11]=1)=[O:6])[CH3:3].CCN(C(C)C)C(C)C.CN(C(ON1N=NC2C=CC=CC1=2)=[N+](C)C)C.[B-](F)(F)(F)F.C1C=CC2N(O)N=NC=2C=1.[C:64]1([CH2:70][O:71][C:72]([NH:74][CH2:75][CH2:76][CH2:77][CH2:78][C@@H:79]([C:81]([N:83]2[CH2:88][CH2:87][N:86]([C:89]3[CH:94]=[CH:93][N:92]=[CH:91][CH:90]=3)[CH2:85][CH2:84]2)=[O:82])[NH2:80])=[O:73])[CH:69]=[CH:68][CH:67]=[CH:66][CH:65]=1.